This data is from Full USPTO retrosynthesis dataset with 1.9M reactions from patents (1976-2016). The task is: Predict the reactants needed to synthesize the given product. (1) Given the product [F:1][C:2]1[CH:3]=[C:4]2[C:9](=[CH:10][CH:11]=1)[N:8]=[CH:7][CH:6]=[C:5]2[N:12]1[CH2:13][CH2:14][NH:15][CH2:16][CH2:17]1, predict the reactants needed to synthesize it. The reactants are: [F:1][C:2]1[CH:3]=[C:4]2[C:9](=[CH:10][CH:11]=1)[N:8]=[CH:7][CH:6]=[C:5]2[N:12]1[CH2:17][CH2:16][N:15](C(OC(C)(C)C)=O)[CH2:14][CH2:13]1.Cl. (2) Given the product [I-:32].[CH3:1][N+:2]1[C:6]2[CH:7]=[CH:8][C:9]([O:11][C:12]([F:13])([F:15])[F:14])=[CH:10][C:5]=2[S:4][C:3]=1[N:16]([CH3:20])[CH2:17][C:18]#[CH:19], predict the reactants needed to synthesize it. The reactants are: [CH3:1][N:2]1[C:6]2[CH:7]=[CH:8][C:9]([O:11][C:12]([F:15])([F:14])[F:13])=[CH:10][C:5]=2[S:4][C:3]1=[N:16][CH2:17][C:18]#[CH:19].[CH3:20]CC(C)=O.CCCCCC.C[I:32]. (3) Given the product [Br:1][C:2]1[CH:3]=[C:4]([CH:8]=[C:9]([O:11][CH2:17][C@H:13]2[CH2:14][CH2:15][CH2:16][O:12]2)[CH:10]=1)[C:5]([O:7][CH2:19][C@H:20]1[CH2:21][CH2:22][CH2:23][O:40]1)=[O:6], predict the reactants needed to synthesize it. The reactants are: [Br:1][C:2]1[CH:3]=[C:4]([CH:8]=[C:9]([OH:11])[CH:10]=1)[C:5]([OH:7])=[O:6].[O:12]1[CH2:16][CH2:15][CH2:14][C@@H:13]1[CH2:17]O.[C:19]1(P([C:21]2[CH:22]=[CH:23]C=[CH:19][CH:20]=2)[C:21]2[CH:22]=[CH:23]C=[CH:19][CH:20]=2)C=[CH:23][CH:22]=[CH:21][CH:20]=1.CC[O:40]C(/N=N/C(OCC)=O)=O.